This data is from Forward reaction prediction with 1.9M reactions from USPTO patents (1976-2016). The task is: Predict the product of the given reaction. (1) Given the reactants [NH2:1][C:2]1[N:18]=[C:5]2[CH:6]=[CH:7][CH:8]=[C:9]([C:10]([CH:12]3[CH2:17][CH2:16][O:15][CH2:14][CH2:13]3)=O)[N:4]2[N:3]=1.O.NN.[OH-].[K+].Cl, predict the reaction product. The product is: [O:15]1[CH2:16][CH2:17][CH:12]([CH2:10][C:9]2[N:4]3[N:3]=[C:2]([NH2:1])[N:18]=[C:5]3[CH:6]=[CH:7][CH:8]=2)[CH2:13][CH2:14]1. (2) The product is: [CH2:23]([C:19]1[CH:20]=[C:21]([CH3:22])[C:16]([N:13]2[CH2:14][CH2:15][N:10]([C:8]([C:5]3[CH:6]=[CH:7][C:2]([N:31]4[C@H:30]([CH2:32][OH:33])[CH2:29][O:28][C:27]4=[O:26])=[CH:3][C:4]=3[CH3:25])=[O:9])[CH2:11][CH2:12]2)=[N:17][CH:18]=1)[CH3:24]. Given the reactants Br[C:2]1[CH:7]=[CH:6][C:5]([C:8]([N:10]2[CH2:15][CH2:14][N:13]([C:16]3[C:21]([CH3:22])=[CH:20][C:19]([CH2:23][CH3:24])=[CH:18][N:17]=3)[CH2:12][CH2:11]2)=[O:9])=[C:4]([CH3:25])[CH:3]=1.[O:26]=[C:27]1[NH:31][C@H:30]([CH2:32][O:33]C(=O)C2C=CC=CC=2)[CH2:29][O:28]1, predict the reaction product. (3) Given the reactants [CH3:1][O:2][C:3]([C:5]1[S:6][C:7]([C:10]([OH:12])=O)=[CH:8][CH:9]=1)=[O:4].C(Cl)(=O)C(Cl)=O.[CH3:19][O:20][CH:21]([O:24][CH3:25])[CH2:22][NH2:23].Cl, predict the reaction product. The product is: [CH3:1][O:2][C:3]([C:5]1[S:6][C:7]([C:10](=[O:12])[NH:23][CH2:22][CH:21]([O:24][CH3:25])[O:20][CH3:19])=[CH:8][CH:9]=1)=[O:4].